This data is from hERG Central: cardiac toxicity at 1µM, 10µM, and general inhibition. The task is: Predict hERG channel inhibition at various concentrations. The compound is CCc1ccc(-c2cc(C)no2)cc1S(=O)(=O)N1CCN(C(=O)c2ccco2)CC1. Results: hERG_inhib (hERG inhibition (general)): blocker.